Task: Regression. Given two drug SMILES strings and cell line genomic features, predict the synergy score measuring deviation from expected non-interaction effect.. Dataset: NCI-60 drug combinations with 297,098 pairs across 59 cell lines (1) Drug 1: C1CC(=O)NC(=O)C1N2CC3=C(C2=O)C=CC=C3N. Drug 2: CC1C(C(=O)NC(C(=O)N2CCCC2C(=O)N(CC(=O)N(C(C(=O)O1)C(C)C)C)C)C(C)C)NC(=O)C3=C4C(=C(C=C3)C)OC5=C(C(=O)C(=C(C5=N4)C(=O)NC6C(OC(=O)C(N(C(=O)CN(C(=O)C7CCCN7C(=O)C(NC6=O)C(C)C)C)C)C(C)C)C)N)C. Cell line: CCRF-CEM. Synergy scores: CSS=15.7, Synergy_ZIP=0.651, Synergy_Bliss=3.95, Synergy_Loewe=6.88, Synergy_HSA=6.90. (2) Drug 1: CS(=O)(=O)OCCCCOS(=O)(=O)C. Drug 2: C1CCC(C(C1)N)N.C(=O)(C(=O)[O-])[O-].[Pt+4]. Cell line: OVCAR3. Synergy scores: CSS=13.3, Synergy_ZIP=0.842, Synergy_Bliss=-1.12, Synergy_Loewe=-16.7, Synergy_HSA=-0.854. (3) Drug 1: CS(=O)(=O)C1=CC(=C(C=C1)C(=O)NC2=CC(=C(C=C2)Cl)C3=CC=CC=N3)Cl. Drug 2: CC1=C2C(C(=O)C3(C(CC4C(C3C(C(C2(C)C)(CC1OC(=O)C(C(C5=CC=CC=C5)NC(=O)OC(C)(C)C)O)O)OC(=O)C6=CC=CC=C6)(CO4)OC(=O)C)OC)C)OC. Cell line: SR. Synergy scores: CSS=85.0, Synergy_ZIP=7.78, Synergy_Bliss=7.85, Synergy_Loewe=-1.44, Synergy_HSA=9.44. (4) Drug 1: C1C(C(OC1N2C=C(C(=O)NC2=O)F)CO)O. Drug 2: CCCCCOC(=O)NC1=NC(=O)N(C=C1F)C2C(C(C(O2)C)O)O. Cell line: UACC62. Synergy scores: CSS=1.96, Synergy_ZIP=-1.38, Synergy_Bliss=-0.781, Synergy_Loewe=0.0486, Synergy_HSA=0.0487.